The task is: Predict the reaction yield, written as a fraction of the theoretical maximum amount of product (1.0 means a 100% yield; for example, 0.34 means a 34% yield).. This data is from Reaction yield outcomes from USPTO patents with 853,638 reactions. (1) The reactants are [NH:1]1[C:9]2[C:4](=[C:5]([CH2:10][CH2:11][CH2:12][NH:13][C:14]3[N:19]=[C:18]([CH3:20])[C:17]([C:21]([NH:23][C@@H:24]([CH2:28][NH:29][C:30]([C:32]4[S:33][CH:34]=[CH:35][CH:36]=4)=[O:31])[C:25]([OH:27])=[O:26])=[O:22])=[C:16]([CH3:37])[N:15]=3)[CH:6]=[CH:7][CH:8]=2)[CH:3]=[N:2]1.Cl[CH2:39][CH2:40][CH2:41][N:42]1[CH2:47][CH2:46][O:45][CH2:44][CH2:43]1.[I-].[Na+].C(N(CC)CC)C. The yield is 0.830. The product is [N:42]1([CH2:41][CH2:40][CH2:39][O:26][C:25](=[O:27])[C@@H:24]([NH:23][C:21]([C:17]2[C:16]([CH3:37])=[N:15][C:14]([NH:13][CH2:12][CH2:11][CH2:10][C:5]3[CH:6]=[CH:7][CH:8]=[C:9]4[C:4]=3[CH:3]=[N:2][NH:1]4)=[N:19][C:18]=2[CH3:20])=[O:22])[CH2:28][NH:29][C:30]([C:32]2[S:33][CH:34]=[CH:35][CH:36]=2)=[O:31])[CH2:47][CH2:46][O:45][CH2:44][CH2:43]1. The catalyst is CN(C=O)C.CCOC(C)=O. (2) The reactants are [NH2:1][C:2]1[C:11]([O:12][CH3:13])=[N:10][C:9]2[C:4](=[CH:5][CH:6]=[C:7]([F:14])[CH:8]=2)[N:3]=1.Cl[C:16]([O:18][CH2:19][CH3:20])=[O:17].N1C=CC=CC=1. The catalyst is ClCCl. The product is [F:14][C:7]1[CH:8]=[C:9]2[C:4](=[CH:5][CH:6]=1)[N:3]=[C:2]([NH:1][C:16](=[O:17])[O:18][CH2:19][CH3:20])[C:11]([O:12][CH3:13])=[N:10]2. The yield is 0.950. (3) The reactants are CC(C)([O-])C.[Na+].[Br:7][C:8]1[N:12]=[C:11]([Br:13])[NH:10][N:9]=1.[CH2:14](Br)[C:15]1[CH:20]=[CH:19][CH:18]=[CH:17][CH:16]=1.O. The catalyst is CN(C=O)C. The product is [CH2:14]([N:9]1[C:8]([Br:7])=[N:12][C:11]([Br:13])=[N:10]1)[C:15]1[CH:20]=[CH:19][CH:18]=[CH:17][CH:16]=1. The yield is 0.960. (4) The yield is 0.750. The reactants are [Br:1][C:2]1[CH:3]=[C:4]([C@H:8](O)[CH3:9])[CH:5]=[N:6][CH:7]=1.C1(P([N:25]=[N+:26]=[N-:27])(C2C=CC=CC=2)=O)C=CC=CC=1.N12CCCN=C1CCCCC2. The catalyst is O1CCCC1.C(OCC)(=O)C.O. The product is [N:25]([C@H:8]([C:4]1[CH:5]=[N:6][CH:7]=[C:2]([Br:1])[CH:3]=1)[CH3:9])=[N+:26]=[N-:27]. (5) The reactants are Cl[C:2]1[N:6]([CH3:7])[N:5]=[CH:4][C:3]=1[N+:8]([O-:10])=[O:9].[CH:11]12[O:19][CH:15]([CH2:16][NH:17][CH2:18]1)[CH2:14][N:13]([C:20]([O:22][C:23]([CH3:26])([CH3:25])[CH3:24])=[O:21])[CH2:12]2.C(N(C(C)C)CC)(C)C. The catalyst is C(O)C. The product is [CH3:7][N:6]1[C:2]([N:17]2[CH2:18][CH:11]3[O:19][CH:15]([CH2:14][N:13]([C:20]([O:22][C:23]([CH3:26])([CH3:25])[CH3:24])=[O:21])[CH2:12]3)[CH2:16]2)=[C:3]([N+:8]([O-:10])=[O:9])[CH:4]=[N:5]1. The yield is 0.650. (6) The reactants are [Cl:1][C:2]1[N:7]=[CH:6][C:5]([CH2:8]O)=[CH:4][C:3]=1[O:10][CH3:11].C1(P(C2C=CC=CC=2)C2C=CC=CC=2)C=CC=CC=1.C(Br)(Br)(Br)[Br:32]. The catalyst is C(Cl)Cl. The product is [Br:32][CH2:8][C:5]1[CH:4]=[C:3]([O:10][CH3:11])[C:2]([Cl:1])=[N:7][CH:6]=1. The yield is 0.450.